From a dataset of Catalyst prediction with 721,799 reactions and 888 catalyst types from USPTO. Predict which catalyst facilitates the given reaction. (1) Reactant: [C:1]([C:4]1[CH:11]=[CH:10][C:7]([CH:8]=[O:9])=[CH:6][CH:5]=1)(O)=[O:2].O.[NH2:13][C:14]1[NH:18][N:17]=[N:16][N:15]=1.O. Product: [CH:8]([C:7]1[CH:10]=[CH:11][C:4]([C:1]([NH:13][C:14]2[N:15]=[N:16][NH:17][N:18]=2)=[O:2])=[CH:5][CH:6]=1)=[O:9]. The catalyst class is: 3. (2) Reactant: C(O[C:4](=[C:11]1[C:19]2[C:14](=[CH:15][CH:16]=[C:17]([N+:20]([O-:22])=[O:21])[CH:18]=2)[NH:13][C:12]1=[O:23])[C:5]1[CH:10]=[CH:9][CH:8]=[CH:7][CH:6]=1)C.[C:24]([O:28][C:29]([N:31]([CH2:33][C:34]1[CH:40]=[CH:39][C:37]([NH2:38])=[CH:36][CH:35]=1)[CH3:32])=[O:30])([CH3:27])([CH3:26])[CH3:25]. Product: [C:24]([O:28][C:29]([N:31]([CH2:33][C:34]1[CH:40]=[CH:39][C:37]([NH:38]/[C:4](=[C:11]2\[C:12](=[O:23])[NH:13][C:14]3[C:19]\2=[CH:18][C:17]([N+:20]([O-:22])=[O:21])=[CH:16][CH:15]=3)/[C:5]2[CH:10]=[CH:9][CH:8]=[CH:7][CH:6]=2)=[CH:36][CH:35]=1)[CH3:32])=[O:30])([CH3:27])([CH3:25])[CH3:26]. The catalyst class is: 3. (3) Reactant: [NH2:1][C:2]1[CH:3]=[C:4]([NH:16][C:17](=[O:20])[O:18][CH3:19])[CH:5]=[CH:6][C:7]=1[NH:8][CH2:9][CH:10]1[CH2:15][CH2:14][CH2:13][CH2:12][CH2:11]1.[CH3:21][C:22]([CH3:27])([CH3:26])[C:23](Cl)=O. Product: [CH3:19][O:18][C:17](=[O:20])[NH:16][C:4]1[CH:5]=[CH:6][C:7]2[N:8]([CH2:9][CH:10]3[CH2:15][CH2:14][CH2:13][CH2:12][CH2:11]3)[C:21]([C:22]([CH3:27])([CH3:26])[CH3:23])=[N:1][C:2]=2[CH:3]=1. The catalyst class is: 166. (4) Reactant: [BH4-].[Na+].CO.[CH3:5][O:6][C:7](=[O:32])[CH2:8][CH2:9][CH2:10][S:11][CH2:12][CH2:13][N:14]1[C@@H:19](/[CH:20]=[CH:21]/[C:22](=[O:30])[CH2:23][C:24]2[CH:29]=[CH:28][CH:27]=[CH:26][CH:25]=2)[CH2:18][CH2:17][CH2:16][C:15]1=[O:31]. Product: [CH3:5][O:6][C:7](=[O:32])[CH2:8][CH2:9][CH2:10][S:11][CH2:12][CH2:13][N:14]1[C:15](=[O:31])[CH2:16][CH2:17][CH2:18][C@@H:19]1/[CH:20]=[CH:21]/[CH:22]([OH:30])[CH2:23][C:24]1[CH:25]=[CH:26][CH:27]=[CH:28][CH:29]=1. The catalyst class is: 2. (5) Reactant: [F:1][C:2]1[CH:3]=[C:4]([C:12]2[CH:17]=[CH:16][C:15]([C:18]([F:21])([F:20])[F:19])=[CH:14][CH:13]=2)[CH:5]=[CH:6][C:7]=1[CH:8]=[CH:9][O:10]C.Cl.CCOC(C)=O.CCCCCC. Product: [F:1][C:2]1[CH:3]=[C:4]([C:12]2[CH:17]=[CH:16][C:15]([C:18]([F:19])([F:20])[F:21])=[CH:14][CH:13]=2)[CH:5]=[CH:6][C:7]=1[CH2:8][CH:9]=[O:10]. The catalyst class is: 1. (6) Reactant: Br[CH2:2][CH:3]1[O:8][C:7]2[CH:9]=[C:10]([S:13]([CH3:16])(=[O:15])=[O:14])[CH:11]=[CH:12][C:6]=2[CH2:5][O:4]1.[CH3:17][NH:18][CH2:19][CH3:20]. Product: [CH3:17][N:18]([CH2:2][CH:3]1[O:8][C:7]2[CH:9]=[C:10]([S:13]([CH3:16])(=[O:15])=[O:14])[CH:11]=[CH:12][C:6]=2[CH2:5][O:4]1)[CH2:19][CH3:20]. The catalyst class is: 14. (7) Reactant: [Cl:1][C:2]1[N:7]=[C:6]([CH3:8])[C:5]([NH2:9])=[CH:4][CH:3]=1.C(N(CC)CC)C.[CH3:17][S:18](Cl)(=[O:20])=[O:19]. Product: [Cl:1][C:2]1[N:7]=[C:6]([CH3:8])[C:5]([N:9]([S:18]([CH3:17])(=[O:20])=[O:19])[S:18]([CH3:17])(=[O:20])=[O:19])=[CH:4][CH:3]=1. The catalyst class is: 4. (8) Reactant: [CH3:1][O:2][C:3]1[CH:27]=[CH:26][C:6]([CH2:7][CH2:8][NH:9][C:10]([C:12]2([NH2:25])[CH2:17][CH2:16][N:15]([C:18]([O:20][C:21]([CH3:24])([CH3:23])[CH3:22])=[O:19])[CH2:14][CH2:13]2)=[O:11])=[CH:5][CH:4]=1.C([O-])([O-])=O.[K+].[K+].[C:34]([C:38]1[CH:43]=[CH:42][C:41]([CH2:44][CH:45]=O)=[CH:40][CH:39]=1)([CH3:37])([CH3:36])[CH3:35]. Product: [C:21]([O:20][C:18]([N:15]1[CH2:16][CH2:17][C:12]2([NH:25][CH:45]([CH2:44][C:41]3[CH:40]=[CH:39][C:38]([C:34]([CH3:35])([CH3:37])[CH3:36])=[CH:43][CH:42]=3)[N:9]([CH2:8][CH2:7][C:6]3[CH:26]=[CH:27][C:3]([O:2][CH3:1])=[CH:4][CH:5]=3)[C:10]2=[O:11])[CH2:13][CH2:14]1)=[O:19])([CH3:23])([CH3:24])[CH3:22]. The catalyst class is: 125. (9) Reactant: C(N(C(C)C)CC)(C)C.CN(C(ON1N=NC2C=CC=CC1=2)=[N+](C)C)C.F[P-](F)(F)(F)(F)F.[CH3:34][N:35]([CH3:42])[CH:36]1[CH2:41][CH2:40][NH:39][CH2:38][CH2:37]1.[CH2:43]([O:45][C:46](=[O:58])[CH2:47][N:48]1[CH:52]=[CH:51][N:50]=[C:49]1[CH2:53][CH2:54][C:55](O)=[O:56])[CH3:44]. Product: [CH3:34][N:35]([CH3:42])[CH:36]1[CH2:41][CH2:40][N:39]([C:55](=[O:56])[CH2:54][CH2:53][C:49]2[N:48]([CH2:47][C:46]([O:45][CH2:43][CH3:44])=[O:58])[CH:52]=[CH:51][N:50]=2)[CH2:38][CH2:37]1. The catalyst class is: 22.